Predict the reactants needed to synthesize the given product. From a dataset of Full USPTO retrosynthesis dataset with 1.9M reactions from patents (1976-2016). (1) Given the product [C:34]([OH:48])(=[O:47])[C:35]1[C:36](=[CH:40][C:41](=[CH:45][CH:46]=1)[C:42]([OH:44])=[O:43])[C:37]([OH:39])=[O:38].[NH:1]1[CH:5]=[CH:4][N:3]=[CH:2]1, predict the reactants needed to synthesize it. The reactants are: [NH:1]1[CH:5]=[CH:4][N:3]=[CH:2]1.C(OCCC[Si](OC)(OC)OC)(=O)C(C)=C.[SiH4].C1(C2NC=CN=2)C=CC=CC=1.[C:34]([OH:48])(=[O:47])[C:35]1[C:36](=[CH:40][C:41](=[CH:45][CH:46]=1)[C:42]([OH:44])=[O:43])[C:37]([OH:39])=[O:38]. (2) The reactants are: [C:1](Cl)(=O)C.[Br:5][C:6]1[CH:11]=[CH:10][C:9]([CH2:12][C:13]([OH:15])=[O:14])=[CH:8][CH:7]=1. Given the product [Br:5][C:6]1[CH:7]=[CH:8][C:9]([CH2:12][C:13]([O:15][CH3:1])=[O:14])=[CH:10][CH:11]=1, predict the reactants needed to synthesize it. (3) Given the product [OH:31][C:29]1[CH:30]=[C:25]([NH:24][C:2]2[C:11]3[C:6](=[CH:7][CH:8]=[C:9]([O:12][CH2:13][CH2:14][CH2:15][N:16]4[CH2:21][CH2:20][O:19][CH2:18][CH2:17]4)[N:10]=3)[N:5]=[CH:4][C:3]=2[C:22]#[N:23])[CH:26]=[CH:27][C:28]=1[CH3:32], predict the reactants needed to synthesize it. The reactants are: Cl[C:2]1[C:11]2[C:6](=[CH:7][CH:8]=[C:9]([O:12][CH2:13][CH2:14][CH2:15][N:16]3[CH2:21][CH2:20][O:19][CH2:18][CH2:17]3)[N:10]=2)[N:5]=[CH:4][C:3]=1[C:22]#[N:23].[NH2:24][C:25]1[CH:30]=[C:29]([OH:31])[C:28]([CH3:32])=[CH:27][CH:26]=1.Cl.N1C=CC=CC=1.